This data is from Reaction yield outcomes from USPTO patents with 853,638 reactions. The task is: Predict the reaction yield, written as a fraction of the theoretical maximum amount of product (1.0 means a 100% yield; for example, 0.34 means a 34% yield). (1) The catalyst is C1C=CC(/C=C/C(/C=C/C2C=CC=CC=2)=O)=CC=1.C1C=CC(/C=C/C(/C=C/C2C=CC=CC=2)=O)=CC=1.C1C=CC(/C=C/C(/C=C/C2C=CC=CC=2)=O)=CC=1.[Pd].[Pd].O.O1CCOCC1. The reactants are [CH2:1]([NH:3][C:4](=[O:28])[NH:5][C:6]1[N:11]=[CH:10][C:9](B(O)O)=[C:8]([C:15]2[S:16][CH:17]=[C:18]([C:20]3[CH:25]=[CH:24][CH:23]=[C:22]([O:26][CH3:27])[N:21]=3)[N:19]=2)[CH:7]=1)[CH3:2].Cl[C:30]1[S:31][C:32]([C:41]([O:43][CH3:44])=[O:42])=[C:33]([C:35]2[N:39]([CH3:40])[N:38]=[CH:37][N:36]=2)[N:34]=1.C1(P(C2CCCCC2)C2C=CC=CC=2C2C(C(C)C)=CC(C(C)C)=CC=2C(C)C)CCCCC1.C([O-])([O-])=O.[Cs+].[Cs+]. The yield is 0.458. The product is [CH2:1]([NH:3][C:4](=[O:28])[NH:5][C:6]1[N:11]=[CH:10][C:9]([C:30]2[S:31][C:32]([C:41]([O:43][CH3:44])=[O:42])=[C:33]([C:35]3[N:39]([CH3:40])[N:38]=[CH:37][N:36]=3)[N:34]=2)=[C:8]([C:15]2[S:16][CH:17]=[C:18]([C:20]3[CH:25]=[CH:24][CH:23]=[C:22]([O:26][CH3:27])[N:21]=3)[N:19]=2)[CH:7]=1)[CH3:2]. (2) The reactants are [CH3:1][C:2]1[CH:3]=[C:4]([CH2:9][CH:10]([NH:16][C:17]([NH:19][CH2:20][CH2:21]O)=[S:18])[C:11]2[O:12][CH:13]=[CH:14][CH:15]=2)[CH:5]=[C:6]([CH3:8])[CH:7]=1.C(N(C(C)C)CC)(C)C.[I-].C(C[P+](C)(C)C)#N. The catalyst is C(#N)CC. The product is [S:18]1[CH2:21][CH2:20][N:19]=[C:17]1[NH:16][CH:10]([C:11]1[O:12][CH:13]=[CH:14][CH:15]=1)[CH2:9][C:4]1[CH:3]=[C:2]([CH3:1])[CH:7]=[C:6]([CH3:8])[CH:5]=1. The yield is 0.690. (3) The reactants are [OH2:1].[F:2][C:3]([F:18])([F:17])[C:4]([C:6]1[CH:11]=[C:10]([C:12]([F:15])([F:14])[F:13])[CH:9]=[C:8]([F:16])[CH:7]=1)=O.O.[N:20]1C=CC=CC=1. The catalyst is C(O)C. The product is [F:2][C:3]([F:18])([F:17])[C:4]([C:6]1[CH:11]=[C:10]([C:12]([F:15])([F:14])[F:13])[CH:9]=[C:8]([F:16])[CH:7]=1)=[N:20][OH:1]. The yield is 0.515. (4) The reactants are I[C:2]1[C:3]([NH:10][C@H:11]2[C@@H:15]3[O:16][C:17]([CH3:20])([CH3:19])[O:18][C@@H:14]3[C@@H:13]([CH2:21][OH:22])[CH2:12]2)=[N:4][C:5]([S:8][CH3:9])=[N:6][CH:7]=1.P([O-])([O-])([O-])=O.[K+].[K+].[K+].[NH:31]1[CH:35]=[CH:34][CH:33]=[N:32]1.CN[C@@H]1CCCC[C@H]1NC. The catalyst is [Cu](I)I.O1CCOCC1. The product is [CH3:19][C:17]1([CH3:20])[O:16][C@H:15]2[C@H:11]([NH:10][C:3]3[C:2]([N:31]4[CH:35]=[CH:34][CH:33]=[N:32]4)=[CH:7][N:6]=[C:5]([S:8][CH3:9])[N:4]=3)[CH2:12][C@H:13]([CH2:21][OH:22])[C@H:14]2[O:18]1. The yield is 0.480. (5) The reactants are [Si]([O:8][CH2:9][CH2:10][O:11][C:12]1[CH:21]=[C:20]2[C:15]([C:16]([NH:27][C:28]3[CH:33]=[CH:32][C:31]([F:34])=[CH:30][C:29]=3[F:35])=[C:17]([C:22](OCC)=[O:23])[CH:18]=[N:19]2)=[CH:14][C:13]=1[N:36]1[CH2:41][CH2:40][N:39]([CH3:42])[CH2:38][CH2:37]1)(C(C)(C)C)(C)C.C([NH2:45])=O.C[O-].[Na+].CO. The catalyst is CN(C=O)C.O. The product is [F:35][C:29]1[CH:30]=[C:31]([F:34])[CH:32]=[CH:33][C:28]=1[NH:27][C:16]1[C:15]2[C:20](=[CH:21][C:12]([O:11][CH2:10][CH2:9][OH:8])=[C:13]([N:36]3[CH2:37][CH2:38][N:39]([CH3:42])[CH2:40][CH2:41]3)[CH:14]=2)[N:19]=[CH:18][C:17]=1[C:22]([NH2:45])=[O:23]. The yield is 0.560.